From a dataset of Catalyst prediction with 721,799 reactions and 888 catalyst types from USPTO. Predict which catalyst facilitates the given reaction. (1) Reactant: [Cl:1][C:2]1[C:11]2[N:10]=[C:9]([CH3:12])[C:8]([S:13][C:14]3[CH:19]=[CH:18][C:17]([Cl:20])=[CH:16][CH:15]=3)=[C:7]([CH3:21])[C:6]=2[C:5]([OH:22])=[CH:4][CH:3]=1.C1C=CC(N([S:30]([C:33]([F:36])([F:35])[F:34])(=[O:32])=[O:31])[S:30]([C:33]([F:36])([F:35])[F:34])(=[O:32])=[O:31])=CC=1.C(=O)([O-])[O-].[K+].[K+]. Product: [Cl:1][C:2]1[CH:3]=[CH:4][C:5]([O:22][S:30]([C:33]([F:36])([F:35])[F:34])(=[O:32])=[O:31])=[C:6]2[C:11]=1[N:10]=[C:9]([CH3:12])[C:8]([S:13][C:14]1[CH:19]=[CH:18][C:17]([Cl:20])=[CH:16][CH:15]=1)=[C:7]2[CH3:21]. The catalyst class is: 7. (2) Reactant: CCN([CH:7]([CH3:9])C)C(C)C.[C:10]([O:13][C:14]1[CH:22]=[CH:21][CH:20]=[CH:19][C:15]=1[C:16]([OH:18])=O)(=[O:12])[CH3:11].CCN=C=NCCC[N:31]([CH3:33])C.C1C=CC2N([OH:43])N=NC=2C=1.CN([CH:47]=[O:48])C. Product: [CH2:7]([O:43][C:47](=[O:48])[CH2:33][NH:31][C:16](=[O:18])[C:15]1[CH:19]=[CH:20][CH:21]=[CH:22][C:14]=1[O:13][C:10](=[O:12])[CH3:11])[CH3:9]. The catalyst class is: 6. (3) Reactant: [NH2:1][C:2]1[C:14]2[C:5](=[C:6]3[C:11](=[C:12]([C:15]4[CH:16]=[N:17][CH:18]=[CH:19][CH:20]=4)[CH:13]=2)[CH:10]=[N:9][CH:8]=[CH:7]3)[N:4]([C:21]2[CH:26]=[CH:25][C:24]([F:27])=[CH:23][CH:22]=2)[N:3]=1.[CH3:28][S:29][C:30]1[CH:37]=[CH:36][C:33]([CH:34]=O)=[CH:32][CH:31]=1.C(O[BH-](OC(=O)C)OC(=O)C)(=O)C.[Na+]. Product: [F:27][C:24]1[CH:25]=[CH:26][C:21]([N:4]2[C:5]3=[C:6]4[C:11](=[C:12]([C:15]5[CH:16]=[N:17][CH:18]=[CH:19][CH:20]=5)[CH:13]=[C:14]3[C:2]([NH:1][CH2:34][C:33]3[CH:36]=[CH:37][C:30]([S:29][CH3:28])=[CH:31][CH:32]=3)=[N:3]2)[CH:10]=[N:9][CH:8]=[CH:7]4)=[CH:22][CH:23]=1. The catalyst class is: 26. (4) Reactant: C([O:8][C:9]1[CH:34]=[CH:33][C:12]([CH2:13][N:14]2[CH2:19][CH2:18][CH:17]([O:20][C:21]3[C:30]4[C:25](=[C:26]([F:31])[CH:27]=[CH:28][CH:29]=4)[N:24]=[C:23]([CH3:32])[CH:22]=3)[CH2:16][CH2:15]2)=[CH:11][CH:10]=1)C1C=CC=CC=1. Product: [F:31][C:26]1[CH:27]=[CH:28][CH:29]=[C:30]2[C:25]=1[N:24]=[C:23]([CH3:32])[CH:22]=[C:21]2[O:20][CH:17]1[CH2:18][CH2:19][N:14]([CH2:13][C:12]2[CH:11]=[CH:10][C:9]([OH:8])=[CH:34][CH:33]=2)[CH2:15][CH2:16]1. The catalyst class is: 50. (5) Reactant: F[C:2]1[CH:3]=[CH:4][C:5]([N+:12]([O-:14])=[O:13])=[C:6]([CH:11]=1)[C:7]([NH:9][CH3:10])=[O:8].[NH:15]1[CH2:20][CH2:19][O:18][CH2:17][CH2:16]1.C([O-])([O-])=O.[Cs+].[Cs+]. Product: [CH3:10][NH:9][C:7](=[O:8])[C:6]1[CH:11]=[C:2]([N:15]2[CH2:20][CH2:19][O:18][CH2:17][CH2:16]2)[CH:3]=[CH:4][C:5]=1[N+:12]([O-:14])=[O:13]. The catalyst class is: 3. (6) Reactant: [CH3:1][C@@H:2]([CH2:29][CH:30]=[CH2:31])[C:3]([O:5][C@H:6]([C:23]1[CH:28]=[CH:27][CH:26]=[CH:25][CH:24]=1)[CH2:7][NH:8][C:9]([C@@H:11]([CH2:20]C=C)[CH2:12][C:13]([O:15][C:16]([CH3:19])([CH3:18])[CH3:17])=[O:14])=[O:10])=[O:4]. Product: [CH3:1][C@@H:2]1[C:3](=[O:4])[O:5][C@H:6]([C:23]2[CH:24]=[CH:25][CH:26]=[CH:27][CH:28]=2)[CH2:7][NH:8][C:9](=[O:10])[C@H:11]([CH2:12][C:13]([O:15][C:16]([CH3:17])([CH3:18])[CH3:19])=[O:14])[CH2:20][CH:31]=[CH:30][CH2:29]1. The catalyst class is: 2. (7) Reactant: [CH3:1][O:2][C:3]1[CH:8]=[CH:7][C:6]([CH:9]2[S:15][CH:14]3[C:16](=[O:19])[N:17]([CH3:18])[CH:11]([C:12](=[O:21])[N:13]3[CH3:20])[S:10]2)=[CH:5][CH:4]=1.C([Li])CCC.CCCCCC.[CH2:33](Br)[C:34]1[CH:39]=[CH:38][CH:37]=[CH:36][CH:35]=1.[Na+].[Cl-]. Product: [CH3:1][O:2][C:3]1[CH:8]=[CH:7][C:6]([CH:9]2[S:15][CH:14]3[C:16](=[O:19])[N:17]([CH3:18])[C:11]([CH2:33][C:34]4[CH:39]=[CH:38][CH:37]=[CH:36][CH:35]=4)([C:12](=[O:21])[N:13]3[CH3:20])[S:10]2)=[CH:5][CH:4]=1. The catalyst class is: 1. (8) Reactant: [C:1]([C:3]1[CH:11]=[CH:10][C:6]([C:7]([OH:9])=O)=[CH:5][CH:4]=1)#[N:2].CN(C(ON1N=NC2C=CC=CC1=2)=[N+](C)C)C.[B-](F)(F)(F)F.C(N(CC)C(C)C)(C)C.[CH3:43][NH:44][CH:45]1[CH2:50][CH2:49][N:48]([CH3:51])[CH2:47][CH2:46]1. Product: [C:1]([C:3]1[CH:4]=[CH:5][C:6]([C:7]([N:44]([CH3:43])[CH:45]2[CH2:50][CH2:49][N:48]([CH3:51])[CH2:47][CH2:46]2)=[O:9])=[CH:10][CH:11]=1)#[N:2]. The catalyst class is: 85.